This data is from Full USPTO retrosynthesis dataset with 1.9M reactions from patents (1976-2016). The task is: Predict the reactants needed to synthesize the given product. (1) Given the product [CH2:1]([NH:5][C:6](=[O:7])[O:8][C:9]([CH3:12])([CH3:11])[CH3:10])[CH2:2][C:3]#[CH:4], predict the reactants needed to synthesize it. The reactants are: [CH2:1]([NH2:5])[CH2:2][C:3]#[CH:4].[C:6](O[C:6]([O:8][C:9]([CH3:12])([CH3:11])[CH3:10])=[O:7])([O:8][C:9]([CH3:12])([CH3:11])[CH3:10])=[O:7].C(N(CC)CC)C.O. (2) Given the product [O:1]=[C:2]([C@@:16]1([OH:57])[CH2:33][C@H:32]([O:34][C@@H:35]2[O:49][C@@H:48]([CH3:50])[C@H:38]3[O:39][C@H:40]4[N:45]([C@H:37]3[CH2:36]2)[CH2:44][CH2:43][O:42][C@@H:41]4[O:46][CH3:47])[C:31]2[C:18](=[C:19]([OH:56])[C:20]3[C:21](=[O:55])[C:22]4[C:27]([C:28](=[O:52])[C:29]=3[C:30]=2[OH:51])=[C:26]([O:53][CH3:54])[CH:25]=[CH:24][CH:23]=4)[CH2:17]1)[CH2:3][O:4][C:5]1([O:11][CH2:12][C:13]([O:15][N:59]2[C:63](=[O:64])[CH2:62][CH2:61][C:60]2=[O:65])=[O:14])[CH2:10][CH2:9][CH2:8][CH2:7][CH2:6]1, predict the reactants needed to synthesize it. The reactants are: [O:1]=[C:2]([C@@:16]1([OH:57])[CH2:33][C@H:32]([O:34][C@@H:35]2[O:49][C@@H:48]([CH3:50])[C@H:38]3[O:39][C@H:40]4[N:45]([C@H:37]3[CH2:36]2)[CH2:44][CH2:43][O:42][C@@H:41]4[O:46][CH3:47])[C:31]2[C:18](=[C:19]([OH:56])[C:20]3[C:21](=[O:55])[C:22]4[C:27]([C:28](=[O:52])[C:29]=3[C:30]=2[OH:51])=[C:26]([O:53][CH3:54])[CH:25]=[CH:24][CH:23]=4)[CH2:17]1)[CH2:3][O:4][C:5]1([O:11][CH2:12][C:13]([OH:15])=[O:14])[CH2:10][CH2:9][CH2:8][CH2:7][CH2:6]1.O[N:59]1[C:63](=[O:64])[CH2:62][CH2:61][C:60]1=[O:65].C1(N=C=NC2CCCCC2)CCCCC1.